This data is from NCI-60 drug combinations with 297,098 pairs across 59 cell lines. The task is: Regression. Given two drug SMILES strings and cell line genomic features, predict the synergy score measuring deviation from expected non-interaction effect. (1) Drug 1: C1CC(C1)(C(=O)O)C(=O)O.[NH2-].[NH2-].[Pt+2]. Drug 2: CC1=C(C(=O)C2=C(C1=O)N3CC4C(C3(C2COC(=O)N)OC)N4)N. Cell line: NCIH23. Synergy scores: CSS=67.3, Synergy_ZIP=0.766, Synergy_Bliss=-0.632, Synergy_Loewe=-12.8, Synergy_HSA=3.55. (2) Drug 1: CC1=CC=C(C=C1)C2=CC(=NN2C3=CC=C(C=C3)S(=O)(=O)N)C(F)(F)F. Drug 2: C1C(C(OC1N2C=C(C(=O)NC2=O)F)CO)O. Cell line: NCIH23. Synergy scores: CSS=8.65, Synergy_ZIP=-0.133, Synergy_Bliss=-1.22, Synergy_Loewe=-66.0, Synergy_HSA=-1.89. (3) Drug 1: CC1=C(C(=O)C2=C(C1=O)N3CC4C(C3(C2COC(=O)N)OC)N4)N. Drug 2: C1CCC(C(C1)N)N.C(=O)(C(=O)[O-])[O-].[Pt+4]. Cell line: SF-268. Synergy scores: CSS=1.19, Synergy_ZIP=-2.82, Synergy_Bliss=-6.07, Synergy_Loewe=-5.23, Synergy_HSA=-5.96. (4) Drug 1: C1CC(=O)NC(=O)C1N2C(=O)C3=CC=CC=C3C2=O. Drug 2: N.N.Cl[Pt+2]Cl. Cell line: OVCAR3. Synergy scores: CSS=31.4, Synergy_ZIP=4.54, Synergy_Bliss=1.61, Synergy_Loewe=-27.4, Synergy_HSA=-5.05. (5) Drug 1: CN1CCC(CC1)COC2=C(C=C3C(=C2)N=CN=C3NC4=C(C=C(C=C4)Br)F)OC. Drug 2: CC=C1C(=O)NC(C(=O)OC2CC(=O)NC(C(=O)NC(CSSCCC=C2)C(=O)N1)C(C)C)C(C)C. Cell line: OVCAR3. Synergy scores: CSS=33.5, Synergy_ZIP=-4.94, Synergy_Bliss=-4.86, Synergy_Loewe=-28.9, Synergy_HSA=-3.43. (6) Synergy scores: CSS=30.4, Synergy_ZIP=-11.8, Synergy_Bliss=-0.822, Synergy_Loewe=-28.2, Synergy_HSA=1.64. Drug 2: C1CCC(C(C1)N)N.C(=O)(C(=O)[O-])[O-].[Pt+4]. Cell line: 786-0. Drug 1: CC1CCC2CC(C(=CC=CC=CC(CC(C(=O)C(C(C(=CC(C(=O)CC(OC(=O)C3CCCCN3C(=O)C(=O)C1(O2)O)C(C)CC4CCC(C(C4)OC)OCCO)C)C)O)OC)C)C)C)OC. (7) Drug 1: C1CC2CC3=C(CC1C24CN(S(=O)(=O)N4)CC(F)(F)F)C=CC(=C3)C=CCN5CCC(CC5)C(F)(F)F. Drug 2: C1=C(C(=O)NC(=O)N1)F. Cell line: OVCAR3. Synergy scores: CSS=36.9, Synergy_ZIP=-8.03, Synergy_Bliss=-4.83, Synergy_Loewe=4.26, Synergy_HSA=6.22. (8) Drug 1: CC12CCC(CC1=CCC3C2CCC4(C3CC=C4C5=CN=CC=C5)C)O. Drug 2: COC1=C(C=C2C(=C1)N=CN=C2NC3=CC(=C(C=C3)F)Cl)OCCCN4CCOCC4. Cell line: HT29. Synergy scores: CSS=57.5, Synergy_ZIP=11.3, Synergy_Bliss=15.5, Synergy_Loewe=16.5, Synergy_HSA=16.0.